From a dataset of Catalyst prediction with 721,799 reactions and 888 catalyst types from USPTO. Predict which catalyst facilitates the given reaction. (1) Reactant: [CH3:1][Si](C=[N+]=[N-])(C)C.[N:8]1[C:13]2[C:14]([C:17]([OH:19])=[O:18])=[CH:15][S:16][C:12]=2[CH:11]=[N:10][CH:9]=1. Product: [CH3:1][O:18][C:17]([C:14]1[C:13]2[N:8]=[CH:9][N:10]=[CH:11][C:12]=2[S:16][CH:15]=1)=[O:19]. The catalyst class is: 98. (2) Reactant: [CH:1]([O:4][C:5]([C:7]1[CH:8]([C:35]2[CH:40]=[CH:39][CH:38]=[C:37]([N+:41]([O-:43])=[O:42])[CH:36]=2)[C:9]([C:15]([O:17][CH:18]2[CH2:21][N:20]([CH:22]([C:29]3[CH:34]=[CH:33][CH:32]=[CH:31][CH:30]=3)[C:23]3[CH:28]=[CH:27][CH:26]=[CH:25][CH:24]=3)[CH2:19]2)=[O:16])=[C:10]([NH2:14])[NH:11][C:12]=1[CH3:13])=[O:6])([CH3:3])[CH3:2].[C:44]([OH:51])(=[O:50])/[CH:45]=[CH:46]/[C:47]([OH:49])=[O:48].C(OC(C)C)(C)C. Product: [C:44]([OH:51])(=[O:50])/[CH:45]=[CH:46]/[C:47]([OH:49])=[O:48].[CH:1]([O:4][C:5]([C:7]1[CH:8]([C:35]2[CH:40]=[CH:39][CH:38]=[C:37]([N+:41]([O-:43])=[O:42])[CH:36]=2)[C:9]([C:15]([O:17][CH:18]2[CH2:19][N:20]([CH:22]([C:29]3[CH:34]=[CH:33][CH:32]=[CH:31][CH:30]=3)[C:23]3[CH:28]=[CH:27][CH:26]=[CH:25][CH:24]=3)[CH2:21]2)=[O:16])=[C:10]([NH2:14])[NH:11][C:12]=1[CH3:13])=[O:6])([CH3:3])[CH3:2].[NH2:14][C:10]1[NH:11][C:12]([CH3:13])=[C:7]([C:5]([O:4][CH:1]([CH3:2])[CH3:3])=[O:6])[CH:8]([C:35]2[CH:40]=[CH:39][CH:38]=[C:37]([N+:41]([O-:43])=[O:42])[CH:36]=2)[C:9]=1[C:15]([O:17][CH:18]1[CH2:19][N:20]([CH:22]([C:29]2[CH:34]=[CH:33][CH:32]=[CH:31][CH:30]=2)[C:23]2[CH:24]=[CH:25][CH:26]=[CH:27][CH:28]=2)[CH2:21]1)=[O:16]. The catalyst class is: 362. (3) Reactant: [CH:1]1([CH2:4][C@H:5]([NH:12][C:13]([C@@H:15]2[CH2:18][CH2:17][N:16]2[C:19]([O:21][C:22]([CH3:25])([CH3:24])[CH3:23])=[O:20])=[O:14])/[CH:6]=[CH:7]/[C:8]([O:10]C)=[O:9])[CH2:3][CH2:2]1.CO.[Li+].[OH-]. Product: [CH:1]1([CH2:4][C@H:5]([NH:12][C:13]([C@@H:15]2[CH2:18][CH2:17][N:16]2[C:19]([O:21][C:22]([CH3:25])([CH3:24])[CH3:23])=[O:20])=[O:14])/[CH:6]=[CH:7]/[C:8]([OH:10])=[O:9])[CH2:3][CH2:2]1. The catalyst class is: 20.